Predict the reaction yield, written as a fraction of the theoretical maximum amount of product (1.0 means a 100% yield; for example, 0.34 means a 34% yield). From a dataset of Reaction yield outcomes from USPTO patents with 853,638 reactions. (1) The reactants are [F:1][C:2]([F:13])([F:12])[C:3](=O)[CH:4]([CH3:10])[C:5](OCC)=[O:6].Cl.[CH:15]([NH2:17])=[NH:16].[O-]CC.[Na+].Cl. The catalyst is C(O)C.O. The product is [CH3:10][C:4]1[C:5](=[O:6])[NH:17][CH:15]=[N:16][C:3]=1[C:2]([F:13])([F:12])[F:1]. The yield is 0.880. (2) The reactants are [F:1][C:2]([F:8])([F:7])[S:3]([O-:6])(=[O:5])=[O:4].[K+].[Br-].[O:11]=[C:12]([CH2:20][CH3:21])[CH2:13][S+:14]1[CH2:19][CH2:18][CH2:17][CH2:16][CH2:15]1. The catalyst is C(#N)C. The product is [F:1][C:2]([F:8])([F:7])[S:3]([O-:6])(=[O:5])=[O:4].[O:11]=[C:12]([CH2:20][CH3:21])[CH2:13][S+:14]1[CH2:19][CH2:18][CH2:17][CH2:16][CH2:15]1. The yield is 0.754. (3) The reactants are Cl.[CH2:2]([N:6]([S:16]([C:19]1[CH:24]=[CH:23][C:22]([CH3:25])=[CH:21][CH:20]=1)(=[O:18])=[O:17])[C@H:7]([C:13]([OH:15])=[O:14])[CH2:8][CH2:9][CH2:10][CH2:11][NH2:12])[CH:3]([CH3:5])[CH3:4].[OH-:26].[Na+].[OH2:28].CCO[C:32]([CH3:34])=[O:33].[CH2:35]1[CH2:39]O[CH2:37][CH2:36]1. No catalyst specified. The product is [CH3:37][C:36]1[CH:21]=[CH:20][C:19]([S:16]([NH:6][C@H:34]([C:32]([NH:12][CH2:11][CH2:10][CH2:9][CH2:8][C@H:7]([N:6]([S:16]([C:19]2[CH:24]=[CH:23][C:22]([CH3:25])=[CH:21][CH:20]=2)(=[O:18])=[O:17])[CH2:2][CH:3]([CH3:4])[CH3:5])[C:13]([OH:15])=[O:14])=[O:33])[CH2:39][C:35]2[CH:4]=[CH:3][CH:2]=[CH:37][CH:36]=2)(=[O:28])=[O:26])=[CH:39][CH:35]=1. The yield is 0.760.